From a dataset of Retrosynthesis with 50K atom-mapped reactions and 10 reaction types from USPTO. Predict the reactants needed to synthesize the given product. (1) Given the product CCOC(=O)COc1ccc(OCc2ccccc2)cc1OCc1ccccc1, predict the reactants needed to synthesize it. The reactants are: CCOC(=O)CBr.Oc1ccc(OCc2ccccc2)cc1OCc1ccccc1. (2) Given the product CCCCC(CC)COC(=O)CCSc1ccc2c(ccc3ncnn32)c1, predict the reactants needed to synthesize it. The reactants are: Brc1ccc2c(ccc3ncnn32)c1.CCCCC(CC)COC(=O)CCS. (3) The reactants are: BrCCCn1cc(-c2cc3nccnc3[nH]2)c2ccccc21.C1COCCN1. Given the product c1ccc2c(c1)c(-c1cc3nccnc3[nH]1)cn2CCCN1CCOCC1, predict the reactants needed to synthesize it.